Predict the reactants needed to synthesize the given product. From a dataset of Full USPTO retrosynthesis dataset with 1.9M reactions from patents (1976-2016). (1) Given the product [NH2:1][C:2]1[C:9]([OH:10])=[CH:8][CH:7]=[CH:6][C:3]=1[C:4]#[N:5], predict the reactants needed to synthesize it. The reactants are: [NH2:1][C:2]1[C:9]([O:10]C)=[CH:8][CH:7]=[CH:6][C:3]=1[C:4]#[N:5].B(Br)(Br)Br. (2) Given the product [CH3:13][N:14]([CH3:15])[C:2]1[CH:7]=[CH:6][C:5]([N+:8]([O-:10])=[O:9])=[CH:4][N:3]=1, predict the reactants needed to synthesize it. The reactants are: Cl[C:2]1[CH:7]=[CH:6][C:5]([N+:8]([O-:10])=[O:9])=[CH:4][N:3]=1.[H-].[Na+].[CH3:13][N:14](C=O)[CH3:15].